From a dataset of Forward reaction prediction with 1.9M reactions from USPTO patents (1976-2016). Predict the product of the given reaction. Given the reactants [Cl:1][C:2]1[CH:7]=[CH:6][C:5]([C:8]([C:16]2[CH:17]=[C:18]3[C:23](=[CH:24][CH:25]=2)[N:22]=[C:21](Cl)[C:20]([C:27]2[CH:32]=[CH:31][CH:30]=[CH:29][CH:28]=2)=[C:19]3[Cl:33])([C:10]2[N:14]([CH3:15])[CH:13]=[N:12][CH:11]=2)[OH:9])=[CH:4][CH:3]=1.[CH3:34][NH:35][CH3:36], predict the reaction product. The product is: [Cl:33][C:19]1[C:18]2[C:23](=[CH:24][CH:25]=[C:16]([C:8]([C:5]3[CH:4]=[CH:3][C:2]([Cl:1])=[CH:7][CH:6]=3)([C:10]3[N:14]([CH3:15])[CH:13]=[N:12][CH:11]=3)[OH:9])[CH:17]=2)[N:22]=[C:21]([N:35]([CH3:36])[CH3:34])[C:20]=1[C:27]1[CH:28]=[CH:29][CH:30]=[CH:31][CH:32]=1.